This data is from Full USPTO retrosynthesis dataset with 1.9M reactions from patents (1976-2016). The task is: Predict the reactants needed to synthesize the given product. (1) Given the product [F:28][C:19]1[CH:18]=[CH:17][C:16]([NH:20][C:21](=[O:27])[O:22][C:23]([CH3:24])([CH3:26])[CH3:25])=[CH:15][C:14]=1[N:9]1[C:7]2[N:8]=[C:3]([S:2][CH3:1])[N:4]=[CH:5][C:6]=2[CH:12]=[CH:11][C:10]1=[O:13], predict the reactants needed to synthesize it. The reactants are: [CH3:1][S:2][C:3]1[N:4]=[CH:5][C:6]2[CH:12]=[CH:11][C:10](=[O:13])[N:9]([C:14]3[CH:15]=[C:16]([NH:20][C:21](=[O:27])[O:22][C:23]([CH3:26])([CH3:25])[CH3:24])[CH:17]=[CH:18][CH:19]=3)[C:7]=2[N:8]=1.[F:28]C1C=CC(NC(=O)OC(C)(C)C)=CC=1NC1C(C=O)=CN=C(SC)N=1. (2) Given the product [CH2:1]([O:5][C:6]1[CH:14]=[CH:13][C:9]([C:10]([OH:12])=[O:11])=[CH:8][CH:7]=1)[CH2:2][CH2:3][CH3:4].[O:36]1[C:35]2([CH2:40][CH2:41][N:33]([C:30]3[CH:31]=[CH:32][C:27]([NH2:26])=[CH:28][C:29]=3[F:42])[CH2:34]2)[O:39][CH2:38][CH2:37]1, predict the reactants needed to synthesize it. The reactants are: [CH2:1]([O:5][C:6]1[CH:14]=[CH:13][C:9]([C:10]([OH:12])=[O:11])=[CH:8][CH:7]=1)[CH2:2][CH2:3][CH3:4].C(OC1C=CC(C([NH:26][C:27]2[CH:32]=[CH:31][C:30]([N:33]3[CH2:41][CH2:40][C:35]4([O:39][CH2:38][CH2:37][O:36]4)[CH2:34]3)=[C:29]([F:42])[CH:28]=2)=O)=CC=1)CCC. (3) Given the product [N:36]1([CH2:9][C:8]2[C:4]([CH:1]3[CH2:2][CH2:3]3)=[N:5][N:6]([C:11]3[CH:16]=[CH:15][N:14]=[C:13]([NH:17][C:18]4[C:19]([O:33][CH3:34])=[CH:20][C:21]([N:27]5[CH2:32][CH2:31][O:30][CH2:29][CH2:28]5)=[C:22]([NH:24][C:19](=[O:33])[CH:18]=[CH2:23])[CH:23]=4)[N:12]=3)[CH:7]=2)[CH2:39][CH2:38][CH2:37]1, predict the reactants needed to synthesize it. The reactants are: [CH:1]1([C:4]2[C:8]([CH:9]=O)=[CH:7][N:6]([C:11]3[CH:16]=[CH:15][N:14]=[C:13]([NH:17][C:18]4[CH:23]=[C:22]([N+:24]([O-])=O)[C:21]([N:27]5[CH2:32][CH2:31][O:30][CH2:29][CH2:28]5)=[CH:20][C:19]=4[O:33][CH3:34])[N:12]=3)[N:5]=2)[CH2:3][CH2:2]1.Cl.[NH:36]1[CH2:39][CH2:38][CH2:37]1. (4) Given the product [Cl:1][C:2]1[CH:7]=[CH:6][C:5]([O:8][C:9](=[O:26])[N:10]([CH2:12][C@H:13]2[CH2:18][CH2:17][C@H:16]([CH2:19][O:20][CH2:21][CH2:22][CH2:23][CH2:24][N:28]([CH3:29])[CH3:27])[CH2:15][CH2:14]2)[CH3:11])=[CH:4][CH:3]=1, predict the reactants needed to synthesize it. The reactants are: [Cl:1][C:2]1[CH:7]=[CH:6][C:5]([O:8][C:9](=[O:26])[N:10]([CH2:12][C@H:13]2[CH2:18][CH2:17][C@H:16]([CH2:19][O:20][CH2:21][CH2:22][CH2:23][CH2:24]Br)[CH2:15][CH2:14]2)[CH3:11])=[CH:4][CH:3]=1.[CH3:27][NH:28][CH3:29]. (5) Given the product [CH3:1][C:2]1[CH:3]=[CH:4][C:5]([CH2:8][N:9]2[C:13](=[O:14])[N:12]=[C:11]([CH2:16][CH2:17][CH2:18][C:19]3[CH:20]=[CH:21][C:22]([O:23][C:24]([CH3:31])([CH3:30])[C:25]([OH:27])=[O:26])=[CH:32][CH:33]=3)[NH:10]2)=[CH:6][CH:7]=1, predict the reactants needed to synthesize it. The reactants are: [CH3:1][C:2]1[CH:7]=[CH:6][C:5]([CH2:8][N:9]2[C:13](=[O:14])[N:12](C)[C:11]([CH2:16][CH2:17][CH2:18][C:19]3[CH:33]=[CH:32][C:22]([O:23][C:24]([CH3:31])([CH3:30])[C:25]([O:27]CC)=[O:26])=[CH:21][CH:20]=3)=[N:10]2)=[CH:4][CH:3]=1.[OH-].[Na+]. (6) Given the product [CH3:1][C:2]1[N:7]=[C:6]([C:8]([N:50]2[C@H:51]([CH2:55][NH:56][C:57]3[N:58]=[CH:59][C:60]([C:63]([F:66])([F:64])[F:65])=[CH:61][N:62]=3)[CH2:52][C@@H:53]3[C@@H:48]([CH2:54]3)[CH2:49]2)=[O:10])[C:5]([C:11]2[O:12][C:13]([CH3:16])=[CH:14][N:15]=2)=[CH:4][CH:3]=1, predict the reactants needed to synthesize it. The reactants are: [CH3:1][C:2]1[N:7]=[C:6]([C:8]([OH:10])=O)[C:5]([C:11]2[O:12][C:13]([CH3:16])=[CH:14][N:15]=2)=[CH:4][CH:3]=1.CCN(C(C)C)C(C)C.CN(C(ON1N=NC2C=CC=CC1=2)=[N+](C)C)C.[B-](F)(F)(F)F.[C@@H:48]12[CH2:54][C@@H:53]1[CH2:52][C@@H:51]([CH2:55][NH:56][C:57]1[N:62]=[CH:61][C:60]([C:63]([F:66])([F:65])[F:64])=[CH:59][N:58]=1)[NH:50][CH2:49]2.C([O-])(O)=O.[Na+]. (7) Given the product [C:32]([CH2:34][C:35]([N:52]1[CH2:47][CH2:48][CH2:49][CH:50]([N:18]([CH3:19])[C:16]2[N:15]3[CH:26]=[CH:27][N:28]=[C:14]3[C:13]([C:29]([NH2:31])=[O:30])=[C:12]([NH:11][C:5]3[CH:4]=[C:3]([O:2][CH3:1])[CH:8]=[C:7]([O:9][CH3:10])[CH:6]=3)[N:17]=2)[CH2:51]1)=[O:37])#[N:33], predict the reactants needed to synthesize it. The reactants are: [CH3:1][O:2][C:3]1[CH:4]=[C:5]([NH:11][C:12]2[N:17]=[C:16]([NH:18][CH2:19]C3CCCNC3)[N:15]3[CH:26]=[CH:27][N:28]=[C:14]3[C:13]=2[C:29]([NH2:31])=[O:30])[CH:6]=[C:7]([O:9][CH3:10])[CH:8]=1.[C:32]([CH2:34][C:35]([OH:37])=O)#[N:33].CN(C(ON1N=N[C:48]2[CH:49]=[CH:50][CH:51]=[N:52][C:47]1=2)=[N+](C)C)C.F[P-](F)(F)(F)(F)F.CCN(C(C)C)C(C)C. (8) Given the product [CH:1]1([C:6]([C:12]2[CH:13]=[CH:14][CH:15]=[CH:16][CH:17]=2)([CH3:11])[C:7]([OH:9])=[O:8])[CH2:5][CH2:4][CH2:3][CH2:2]1, predict the reactants needed to synthesize it. The reactants are: [CH:1]1([C:6]([C:12]2[CH:17]=[CH:16][CH:15]=[CH:14][CH:13]=2)([CH3:11])[C:7]([O:9]C)=[O:8])[CH2:5][CH2:4][CH2:3][CH2:2]1.[OH-].[Na+]. (9) The reactants are: [F:1][C:2]1[C:6]([C:7]2[CH:8]=[N:9][CH:10]=[CH:11][CH:12]=2)=[N:5][S:4][N:3]=1.[CH3:13]I. Given the product [F:1][C:2]1[C:6]([C:7]2[CH2:8][N:9]([CH3:13])[CH2:10][CH2:11][CH:12]=2)=[N:5][S:4][N:3]=1, predict the reactants needed to synthesize it.